From a dataset of Catalyst prediction with 721,799 reactions and 888 catalyst types from USPTO. Predict which catalyst facilitates the given reaction. (1) Reactant: [Na+].I[C:14]1[CH:19]=[CH:18][C:17]([N:20]2N([C:14]3[CH:19]=[CH:18][C:17]([N+:20]([O-])=O)=[CH:16][C:15]=3[N+]([O-])=O)N=C(C3C=CC(S(O)(=O)=O)=CC=3S(O)(=O)=O)[NH2+]2)=[CH:16][CH:15]=1.C1C(N2[N+](C3C=CC([N+]([O-])=O)=CC=3[N+]([O-])=O)=NC([C:65]3C=C[C:66]([S:69]([O-:72])(=[O:71])=[O:70])=[CH:65][C:66]=3[S:69]([O-:72])(=[O:71])=[O:70])=N2)=CC=C(I)C=1.[Na+]. Product: [CH2:14]1[CH2:15][CH2:16][CH:17]([NH:20][CH2:65][CH2:66][S:69]([OH:72])(=[O:71])=[O:70])[CH2:18][CH2:19]1. The catalyst class is: 6. (2) Reactant: FC(F)(F)C([NH:5][CH2:6][C:7]1[CH:12]=[CH:11][C:10]([OH:13])=[CH:9][CH:8]=1)=O.Br[C:17]1[CH:18]=[C:19]([CH:22]=[CH:23][CH:24]=1)[C:20]#[N:21].[OH-].[Na+].[Cl-].[Na+]. Product: [NH2:5][CH2:6][C:7]1[CH:8]=[CH:9][C:10]([O:13][C:17]2[CH:18]=[C:19]([CH:22]=[CH:23][CH:24]=2)[C:20]#[N:21])=[CH:11][CH:12]=1. The catalyst class is: 100. (3) Product: [C:12](=[O:11])([O:10][CH2:9][CH2:8][C:3]1[CH:4]=[CH:5][CH:6]=[CH:7][C:2]=1[Br:1])[NH2:13]. Reactant: [Br:1][C:2]1[CH:7]=[CH:6][CH:5]=[CH:4][C:3]=1[CH2:8][CH2:9][OH:10].[O-:11][C:12]#[N:13].[Na+].C(O)(C(F)(F)F)=O.[OH-].[Na+]. The catalyst class is: 48. (4) Product: [CH2:1]([C:9]1[CH:10]=[CH:11][C:12]([NH:13][CH2:17][C:18]#[N:19])=[CH:14][CH:15]=1)[CH2:2][CH2:3][CH2:4][CH2:5][CH2:6][CH2:7][CH3:8]. Reactant: [CH2:1]([C:9]1[CH:15]=[CH:14][C:12]([NH2:13])=[CH:11][CH:10]=1)[CH2:2][CH2:3][CH2:4][CH2:5][CH2:6][CH2:7][CH3:8].Br[CH2:17][C:18]#[N:19].C([O-])([O-])=O.[K+].[K+]. The catalyst class is: 23.